This data is from Reaction yield outcomes from USPTO patents with 853,638 reactions. The task is: Predict the reaction yield, written as a fraction of the theoretical maximum amount of product (1.0 means a 100% yield; for example, 0.34 means a 34% yield). (1) The catalyst is C1COCC1. The product is [CH2:1]([O:8][C:9]([N:11]([CH3:21])[CH2:12][C:13]([CH3:18])([CH3:17])[C:14]([OH:16])=[O:15])=[O:10])[C:2]1[CH:3]=[CH:4][CH:5]=[CH:6][CH:7]=1. The reactants are [CH2:1]([O:8][C:9]([NH:11][CH2:12][C:13]([CH3:18])([CH3:17])[C:14]([OH:16])=[O:15])=[O:10])[C:2]1[CH:7]=[CH:6][CH:5]=[CH:4][CH:3]=1.[H-].[Na+].[CH3:21]I. The yield is 0.690. (2) The product is [CH3:1][O:2][C:3]([C:5]1[S:6][C:7]([C:26]2[CH2:31][CH2:30][CH2:29][CH2:28][CH:27]=2)=[CH:8][C:9]=1[N:10]([CH:11]1[CH2:16][CH2:15][N:14]([C:39](=[O:43])[CH:40]([CH3:42])[CH3:41])[CH2:13][CH2:12]1)[C:17]([C@H:19]1[CH2:24][CH2:23][C@H:22]([CH3:25])[CH2:21][CH2:20]1)=[O:18])=[O:4]. The reactants are [CH3:1][O:2][C:3]([C:5]1[S:6][C:7]([C:26]2[CH2:31][CH2:30][CH2:29][CH2:28][CH:27]=2)=[CH:8][C:9]=1[N:10]([C:17]([C@H:19]1[CH2:24][CH2:23][C@H:22]([CH3:25])[CH2:21][CH2:20]1)=[O:18])[CH:11]1[CH2:16][CH2:15][NH:14][CH2:13][CH2:12]1)=[O:4].C(N(CC)CC)C.[C:39](Cl)(=[O:43])[CH:40]([CH3:42])[CH3:41]. The yield is 0.470. The catalyst is ClCCl.